From a dataset of Full USPTO retrosynthesis dataset with 1.9M reactions from patents (1976-2016). Predict the reactants needed to synthesize the given product. (1) Given the product [C:1]([O:5][C:6]([N:8]1[CH2:9][C@@H:10]([CH2:23][N:24]([C:42](=[O:57])[C:43]2[CH:48]=[CH:47][C:46]([CH2:49][CH3:50])=[C:45]([O:51][CH2:52][CH2:53][CH2:54][O:55][CH3:56])[CH:44]=2)[CH:25]([CH3:26])[CH3:27])[C@H:11]([NH2:13])[CH2:12]1)=[O:7])([CH3:2])([CH3:3])[CH3:4], predict the reactants needed to synthesize it. The reactants are: [C:1]([O:5][C:6]([N:8]1[CH2:12][C@@H:11]([NH:13]C(OCC[Si](C)(C)C)=O)[C@H:10]([CH2:23][NH:24][CH:25]([CH3:27])[CH3:26])[CH2:9]1)=[O:7])([CH3:4])([CH3:3])[CH3:2].C([C@H]1CNC[C@@H]1CN(C(C)C)[C:42](=[O:57])[C:43]1[CH:48]=[CH:47][C:46]([CH2:49][CH3:50])=[C:45]([O:51][CH2:52][CH2:53][CH2:54][O:55][CH3:56])[CH:44]=1)C1C=CC=CC=1.CC#N.O.CC#N. (2) Given the product [C:22]1([N:8]([C:5]2[CH:6]=[CH:7][C:2]([B:28]3[O:32][C:31]([CH3:34])([CH3:33])[C:30]([CH3:36])([CH3:35])[O:29]3)=[CH:3][CH:4]=2)[C:9]2[CH:21]=[CH:20][C:12]3[O:13][C:14]4[CH:19]=[CH:18][CH:17]=[CH:16][C:15]=4[C:11]=3[CH:10]=2)[CH:27]=[CH:26][CH:25]=[CH:24][CH:23]=1, predict the reactants needed to synthesize it. The reactants are: Br[C:2]1[CH:7]=[CH:6][C:5]([N:8]([C:22]2[CH:27]=[CH:26][CH:25]=[CH:24][CH:23]=2)[C:9]2[CH:21]=[CH:20][C:12]3[O:13][C:14]4[CH:19]=[CH:18][CH:17]=[CH:16][C:15]=4[C:11]=3[CH:10]=2)=[CH:4][CH:3]=1.[B:28]1([B:28]2[O:32][C:31]([CH3:34])([CH3:33])[C:30]([CH3:36])([CH3:35])[O:29]2)[O:32][C:31]([CH3:34])([CH3:33])[C:30]([CH3:36])([CH3:35])[O:29]1.CC([O-])=O.[K+].C(Cl)Cl. (3) Given the product [CH2:25]([O:15][C:14](=[O:16])[CH2:13][CH2:12][CH2:11][C:10]1[N:2]([CH3:1])[C:3]2[CH:4]=[CH:5][C:6]([N:17]([CH2:18][CH2:19][Cl:20])[CH2:21][CH2:22][Cl:23])=[CH:7][C:8]=2[N:9]=1)[CH2:26][CH2:27][CH3:28], predict the reactants needed to synthesize it. The reactants are: [CH3:1][N:2]1[C:10]([CH2:11][CH2:12][CH2:13][C:14]([OH:16])=[O:15])=[N:9][C:8]2[CH:7]=[C:6]([N:17]([CH2:21][CH2:22][Cl:23])[CH2:18][CH2:19][Cl:20])[CH:5]=[CH:4][C:3]1=2.Cl.[CH2:25](O)[CH2:26][CH2:27][CH3:28].C1(N=C=NC2CCCCC2)CCCCC1. (4) Given the product [Cl:11][C:9]([Cl:12])([F:10])[S:8][C:6]1[CH:5]=[N:4][N:3]([CH2:2][C:17]([CH2:16][CH2:15][C:14]([F:13])([F:22])[F:23])([C:18]#[N:19])[C:20]#[N:21])[CH:7]=1, predict the reactants needed to synthesize it. The reactants are: Cl[CH2:2][N:3]1[CH:7]=[C:6]([S:8][C:9]([Cl:12])([Cl:11])[F:10])[CH:5]=[N:4]1.[F:13][C:14]([F:23])([F:22])[CH2:15][CH2:16][CH:17]([C:20]#[N:21])[C:18]#[N:19].C(=O)([O-])[O-].[K+].[K+].O. (5) The reactants are: [CH3:1][N:2]1[CH:6]=[CH:5][C:4]([CH2:7]O)=[N:3]1.S(Cl)(Cl)=O.[I:13][C:14]1[C:22]2[C:17](=[CH:18][CH:19]=[CH:20][C:21]=2[N+:23]([O-:25])=[O:24])[NH:16][N:15]=1.C([O-])([O-])=O.[K+].[K+]. Given the product [I:13][C:14]1[C:22]2[C:17](=[CH:18][CH:19]=[CH:20][C:21]=2[N+:23]([O-:25])=[O:24])[N:16]([CH2:7][C:4]2[CH:5]=[CH:6][N:2]([CH3:1])[N:3]=2)[N:15]=1, predict the reactants needed to synthesize it. (6) Given the product [C:1]([O:9][C:10]1([CH2:27][C:28]2[CH:33]=[CH:32][C:31]([O:34][CH3:35])=[CH:30][C:29]=2[OH:36])[C:18]2[C:13](=[CH:14][CH:15]=[CH:16][CH:17]=2)[N:12]([CH2:20][CH3:21])[C:11]1=[O:26])(=[O:8])[C:2]1[CH:7]=[CH:6][CH:5]=[CH:4][CH:3]=1, predict the reactants needed to synthesize it. The reactants are: [C:1]([O:9][C:10]1([CH2:27][C:28]2[CH:33]=[CH:32][C:31]([O:34][CH3:35])=[CH:30][C:29]=2[OH:36])[C:18]2[C:13](=[CH:14][CH:15]=[C:16](C)[CH:17]=2)[N:12]([CH2:20][CH2:21]CC(C)C)[C:11]1=[O:26])(=[O:8])[C:2]1[CH:7]=[CH:6][CH:5]=[CH:4][CH:3]=1.C(OC1C2C(=CC=CC=2)N(CC)C1=O)(=O)C1C=CC=CC=1.C(=O)(OC1C=C(OC)C=CC=1CO)OC(C)(C)C.